This data is from Peptide-MHC class II binding affinity with 134,281 pairs from IEDB. The task is: Regression. Given a peptide amino acid sequence and an MHC pseudo amino acid sequence, predict their binding affinity value. This is MHC class II binding data. (1) The peptide sequence is RVLDILVARRLLLKK. The MHC is DRB1_1302 with pseudo-sequence DRB1_1302. The binding affinity (normalized) is 0.335. (2) The peptide sequence is NPRLCTKEEFIAKVR. The MHC is HLA-DQA10501-DQB10402 with pseudo-sequence HLA-DQA10501-DQB10402. The binding affinity (normalized) is 0.397. (3) The peptide sequence is NRIMADGGSIQNTNL. The MHC is DRB1_0405 with pseudo-sequence DRB1_0405. The binding affinity (normalized) is 0. (4) The peptide sequence is PEFSELFAAFPSFAG. The MHC is DRB1_1101 with pseudo-sequence DRB1_1101. The binding affinity (normalized) is 0.422. (5) The peptide sequence is LLNRNNSFKPFAEYK. The MHC is DRB3_0202 with pseudo-sequence DRB3_0202. The binding affinity (normalized) is 0.164. (6) The peptide sequence is WIEQEAPEYW. The MHC is HLA-DQA10501-DQB10201 with pseudo-sequence HLA-DQA10501-DQB10201. The binding affinity (normalized) is 0.543. (7) The peptide sequence is AFKVAATAANAAP. The MHC is HLA-DPA10201-DPB11401 with pseudo-sequence HLA-DPA10201-DPB11401. The binding affinity (normalized) is 0.842. (8) The peptide sequence is LVKYVNGDGDVVAVD. The MHC is DRB1_1302 with pseudo-sequence DRB1_1302. The binding affinity (normalized) is 0.471. (9) The peptide sequence is KQCFRKLPVNRPIDW. The MHC is DRB1_0701 with pseudo-sequence DRB1_0701. The binding affinity (normalized) is 0.619.